From a dataset of Reaction yield outcomes from USPTO patents with 853,638 reactions. Predict the reaction yield, written as a fraction of the theoretical maximum amount of product (1.0 means a 100% yield; for example, 0.34 means a 34% yield). (1) The reactants are [NH3:1].[Cl:2][C:3]1[C:8]([CH:9]=[O:10])=[C:7](Cl)[N:6]=[CH:5][N:4]=1. The catalyst is C1(C)C=CC=CC=1. The product is [NH2:1][C:7]1[C:8]([CH:9]=[O:10])=[C:3]([Cl:2])[N:4]=[CH:5][N:6]=1. The yield is 0.990. (2) The reactants are [Cl-].O[NH3+:3].[C:4](=[O:7])([O-])[OH:5].[Na+].CS(C)=O.[CH3:13][C:14]1([CH3:51])[CH2:18][C:17]2[CH:19]=[CH:20][CH:21]=[C:22]([O:23][C:24]3[C:29](=[O:30])[N:28]([CH2:31][C:32]4[CH:37]=[CH:36][C:35]([C:38]5[C:39]([C:44]#[N:45])=[CH:40][CH:41]=[CH:42][CH:43]=5)=[CH:34][CH:33]=4)[C:27]([CH2:46][CH2:47][CH3:48])=[N:26][C:25]=3[CH2:49][CH3:50])[C:16]=2[O:15]1. The catalyst is C(OCC)(=O)C. The product is [CH3:51][C:14]1([CH3:13])[CH2:18][C:17]2[CH:19]=[CH:20][CH:21]=[C:22]([O:23][C:24]3[C:29](=[O:30])[N:28]([CH2:31][C:32]4[CH:37]=[CH:36][C:35]([C:38]5[CH:43]=[CH:42][CH:41]=[CH:40][C:39]=5[C:44]5[NH:3][C:4](=[O:7])[O:5][N:45]=5)=[CH:34][CH:33]=4)[C:27]([CH2:46][CH2:47][CH3:48])=[N:26][C:25]=3[CH2:49][CH3:50])[C:16]=2[O:15]1. The yield is 0.490.